Dataset: Full USPTO retrosynthesis dataset with 1.9M reactions from patents (1976-2016). Task: Predict the reactants needed to synthesize the given product. Given the product [CH2:26]([S:28][C:29]([O:30][CH2:31][O:17][C:16](=[O:18])[C@@H:12]([NH:11][C:1]([O:3][CH2:4][C:5]1[CH:10]=[CH:9][CH:8]=[CH:7][CH:6]=1)=[O:2])[CH:13]([CH3:14])[CH3:15])=[O:33])[CH3:27], predict the reactants needed to synthesize it. The reactants are: [C:1]([NH:11][C@H:12]([C:16]([OH:18])=[O:17])[CH:13]([CH3:15])[CH3:14])([O:3][CH2:4][C:5]1[CH:10]=[CH:9][CH:8]=[CH:7][CH:6]=1)=[O:2].[Cs].C(=O)([O-])[O-].[Cs+].[Cs+].[CH2:26]([S:28][C:29](=[O:33])[O:30][CH2:31]Cl)[CH3:27].